From a dataset of Full USPTO retrosynthesis dataset with 1.9M reactions from patents (1976-2016). Predict the reactants needed to synthesize the given product. (1) The reactants are: [C:1]([C:5]1[CH:10]=[CH:9][C:8]([S:11]([N:14]([CH2:25][C:26]([OH:28])=O)[C:15]2[CH:16]=[C:17]3[C:22](=[CH:23][CH:24]=2)[N:21]=[CH:20][CH:19]=[CH:18]3)(=[O:13])=[O:12])=[CH:7][CH:6]=1)([CH3:4])([CH3:3])[CH3:2].[CH2:29]([NH:31][CH2:32][C:33]1[CH:34]=[N:35][CH:36]=[CH:37][CH:38]=1)[CH3:30]. Given the product [C:1]([C:5]1[CH:6]=[CH:7][C:8]([S:11]([N:14]([C:15]2[CH:16]=[C:17]3[C:22](=[CH:23][CH:24]=2)[N:21]=[CH:20][CH:19]=[CH:18]3)[CH2:25][C:26]([N:31]([CH2:29][CH3:30])[CH2:32][C:33]2[CH:34]=[N:35][CH:36]=[CH:37][CH:38]=2)=[O:28])(=[O:13])=[O:12])=[CH:9][CH:10]=1)([CH3:3])([CH3:4])[CH3:2], predict the reactants needed to synthesize it. (2) Given the product [C:35]([C:37]1[CH:38]=[C:39]([NH:43][C:44](=[O:70])[NH:45][C:46]2[CH:47]=[CH:48][C:49]([C:52]3[CH:53]=[C:54]4[C:58](=[CH:59][CH:60]=3)[C:57](=[O:61])[N:56]([C@@H:62]([CH:67]([CH3:68])[CH3:69])[C:63]([OH:65])=[O:64])[CH2:55]4)=[CH:50][CH:51]=2)[CH:40]=[CH:41][CH:42]=1)#[N:36], predict the reactants needed to synthesize it. The reactants are: FC1C=CC(NC(=O)NC2C=CC(C3C=C4C(=CC=3)C(=O)N([C@@H](C(C)C)C(O)=O)C4)=CC=2)=CC=1.[C:35]([C:37]1[CH:38]=[C:39]([NH:43][C:44](=[O:70])[NH:45][C:46]2[CH:51]=[CH:50][C:49]([C:52]3[CH:53]=[C:54]4[C:58](=[CH:59][CH:60]=3)[C:57](=[O:61])[N:56]([C@@H:62]([CH:67]([CH3:69])[CH3:68])[C:63]([O:65]C)=[O:64])[CH2:55]4)=[CH:48][CH:47]=2)[CH:40]=[CH:41][CH:42]=1)#[N:36]. (3) Given the product [C:1]([O:5][C:6]([N:8]1[CH2:13][CH2:12][C:11]([CH3:24])([C:14]([OH:16])=[O:15])[CH2:10][CH2:9]1)=[O:7])([CH3:4])([CH3:2])[CH3:3], predict the reactants needed to synthesize it. The reactants are: [C:1]([O:5][C:6]([N:8]1[CH2:13][CH2:12][C:11]([CH3:24])([C:14]([O:16]CC2C=CC=CC=2)=[O:15])[CH2:10][CH2:9]1)=[O:7])([CH3:4])([CH3:3])[CH3:2]. (4) Given the product [NH2:31][C:22]1[S:23][C:24]2=[N:25][C:26]([CH3:30])=[CH:27][CH:28]=[C:29]2[C:21]=1[C:19]([N:16]1[CH2:15][CH2:14][CH:13]([N:9]2[CH2:10][CH2:11][CH2:12][C:5]3([C:4](=[O:39])[N:3]([CH2:1][CH3:2])[CH2:7][CH2:6]3)[CH2:8]2)[CH2:18][CH2:17]1)=[O:20], predict the reactants needed to synthesize it. The reactants are: [CH2:1]([N:3]1[CH2:7][CH2:6][C:5]2([CH2:12][CH2:11][CH2:10][N:9]([CH:13]3[CH2:18][CH2:17][N:16]([C:19]([C:21]4[C:29]5[C:24](=[N:25][C:26]([CH3:30])=[CH:27][CH:28]=5)[S:23][C:22]=4[NH:31]C(=O)OC(C)(C)C)=[O:20])[CH2:15][CH2:14]3)[CH2:8]2)[C:4]1=[O:39])[CH3:2].C(=O)([O-])O.[Na+].